From a dataset of Reaction yield outcomes from USPTO patents with 853,638 reactions. Predict the reaction yield, written as a fraction of the theoretical maximum amount of product (1.0 means a 100% yield; for example, 0.34 means a 34% yield). The catalyst is C(Cl)Cl. The product is [C:66]([O:65][C:63](=[O:64])[CH2:62][N:58]1[CH:59]=[CH:60][N:61]=[C:57]1[CH2:56][N:42]([CH2:43][CH2:44][CH2:45][CH2:46][CH2:47][CH2:48][CH2:49][CH2:50][CH2:51][CH2:52][C:53](=[O:54])[NH:1][CH2:2][CH2:3][CH2:4][CH2:5][C@@H:6]([C:7]([O:9][C:10]([CH3:13])([CH3:12])[CH3:11])=[O:8])[NH:14][C:15](=[O:34])[NH:16][C@H:17]([C:18]([O:20][C:21]([CH3:22])([CH3:23])[CH3:24])=[O:19])[CH2:25][CH2:26][C:27]([O:29][C:30]([CH3:33])([CH3:32])[CH3:31])=[O:28])[CH2:41][C:40]([O:39][C:35]([CH3:36])([CH3:37])[CH3:38])=[O:70])([CH3:69])([CH3:67])[CH3:68]. The yield is 0.650. The reactants are [NH2:1][CH2:2][CH2:3][CH2:4][CH2:5][C@H:6]([NH:14][C:15](=[O:34])[NH:16][C@@H:17]([CH2:25][CH2:26][C:27]([O:29][C:30]([CH3:33])([CH3:32])[CH3:31])=[O:28])[C:18]([O:20][C:21]([CH3:24])([CH3:23])[CH3:22])=[O:19])[C:7]([O:9][C:10]([CH3:13])([CH3:12])[CH3:11])=[O:8].[C:35]([O:39][C:40](=[O:70])[CH2:41][N:42]([CH2:56][C:57]1[N:58]([CH2:62][C:63]([O:65][C:66]([CH3:69])([CH3:68])[CH3:67])=[O:64])[CH:59]=[CH:60][N:61]=1)[CH2:43][CH2:44][CH2:45][CH2:46][CH2:47][CH2:48][CH2:49][CH2:50][CH2:51][CH2:52][C:53](O)=[O:54])([CH3:38])([CH3:37])[CH3:36].C(N=C=NCCCN(C)C)C.ON1C2C=CC=CC=2N=N1.CCN(C(C)C)C(C)C.